From a dataset of Catalyst prediction with 721,799 reactions and 888 catalyst types from USPTO. Predict which catalyst facilitates the given reaction. (1) Reactant: [F:1][C:2]1[CH:7]=[CH:6][C:5]([C:8]2[CH:13]=[CH:12][C:11]([C:14]([F:17])([F:16])[F:15])=[CH:10][CH:9]=2)=[CH:4][C:3]=1[CH2:18][NH2:19].[CH2:20]([N:22]([CH2:33][C:34](O)=[O:35])[S:23]([C:26]1[CH:31]=[CH:30][C:29]([F:32])=[CH:28][CH:27]=1)(=[O:25])=[O:24])[CH3:21].CN(C(ON1N=NC2C=CC=NC1=2)=[N+](C)C)C.F[P-](F)(F)(F)(F)F.C(N(CC)C(C)C)(C)C.OS([O-])(=O)=O.[K+]. Product: [CH2:20]([N:22]([S:23]([C:26]1[CH:27]=[CH:28][C:29]([F:32])=[CH:30][CH:31]=1)(=[O:25])=[O:24])[CH2:33][C:34]([NH:19][CH2:18][C:3]1[CH:4]=[C:5]([C:8]2[CH:9]=[CH:10][C:11]([C:14]([F:16])([F:17])[F:15])=[CH:12][CH:13]=2)[CH:6]=[CH:7][C:2]=1[F:1])=[O:35])[CH3:21]. The catalyst class is: 2. (2) Reactant: C(O)(C(F)(F)F)=O.[C:8]1([NH:14][C:15]2[CH:20]=[C:19]([O:21][C:22]3[C:31]4[C:26](=[CH:27][CH:28]=[CH:29][CH:30]=4)[C:25]([NH:32]C(=O)OC(C)(C)C)=[CH:24][CH:23]=3)[CH:18]=[CH:17][N:16]=2)[CH:13]=[CH:12][CH:11]=[CH:10][CH:9]=1. Product: [NH2:32][C:25]1[C:26]2[C:31](=[CH:30][CH:29]=[CH:28][CH:27]=2)[C:22]([O:21][C:19]2[CH:18]=[CH:17][N:16]=[C:15]([NH:14][C:8]3[CH:9]=[CH:10][CH:11]=[CH:12][CH:13]=3)[CH:20]=2)=[CH:23][CH:24]=1. The catalyst class is: 2. (3) Reactant: [CH2:1]([OH:34])[C@H:2]1[O:7][C@H:6]([O:8][CH2:9][C@H:10]2[O:15][C@H:14]([O:16][C@:17]3([CH2:26][OH:27])[O:21][C@H:20]([CH2:22][OH:23])[C@@H:19]([OH:24])[C@@H:18]3[OH:25])[C@H:13]([OH:28])[C@@H:12]([OH:29])[C@@H:11]2[OH:30])[C@H:5]([OH:31])[C@@H:4]([OH:32])[C@H:3]1[OH:33].[C:35]([O-:38])(=[O:37])[CH3:36].[Na+]. Product: [CH2:1]([OH:34])[C@H:2]1[O:7][C@H:6]([O:8][CH2:9][C@H:10]2[O:15][C@H:14]([O:16][C@:17]3([CH2:26][OH:27])[O:21][C@H:20]([CH2:22][OH:23])[C@@H:19]([OH:24])[C@@H:18]3[OH:25])[C@H:13]([OH:28])[C@@H:12]([OH:29])[C@@H:11]2[OH:30])[C@H:5]([OH:31])[C@@H:4]([OH:32])[C@H:3]1[OH:33].[C:35]([O:38][O-:7])(=[O:37])[CH3:36]. The catalyst class is: 152. (4) Reactant: S(Cl)([Cl:3])=O.[F:5][C:6]([F:23])([F:22])[C:7]1[CH:12]=[CH:11][C:10]([C:13]2[C:14]([C:19](O)=[O:20])=[CH:15][CH:16]=[CH:17][CH:18]=2)=[CH:9][CH:8]=1. Product: [F:5][C:6]([F:23])([F:22])[C:7]1[CH:12]=[CH:11][C:10]([C:13]2[C:14]([C:19]([Cl:3])=[O:20])=[CH:15][CH:16]=[CH:17][CH:18]=2)=[CH:9][CH:8]=1. The catalyst class is: 85.